From a dataset of Forward reaction prediction with 1.9M reactions from USPTO patents (1976-2016). Predict the product of the given reaction. (1) Given the reactants [NH2:1][C:2]1[N:6]([CH:7]2[CH2:12][CH2:11][CH2:10][N:9]([C:13]#[N:14])[CH2:8]2)[N:5]=[C:4]([C:15]2[CH:20]=[CH:19][C:18]([O:21]C3C=CC(Cl)=CN=3)=[CH:17][CH:16]=2)[C:3]=1[C:29]([NH2:31])=[O:30].F[C:33]1[C:38]([F:39])=[CH:37][C:36]([F:40])=[CH:35][N:34]=1, predict the reaction product. The product is: [NH2:1][C:2]1[N:6]([CH:7]2[CH2:12][CH2:11][CH2:10][N:9]([C:13]#[N:14])[CH2:8]2)[N:5]=[C:4]([C:15]2[CH:20]=[CH:19][C:18]([O:21][C:33]3[C:38]([F:39])=[CH:37][C:36]([F:40])=[CH:35][N:34]=3)=[CH:17][CH:16]=2)[C:3]=1[C:29]([NH2:31])=[O:30]. (2) Given the reactants [CH2:1]([O:4][C:5]1[CH:14]=[CH:13][C:12]([O:15][CH3:16])=[CH:11][C:6]=1[C:7](OC)=[O:8])[CH:2]=[CH2:3].[H-].[Al+3].[Li+].[H-].[H-].[H-].CCOC(C)=O.[Cl-].[NH4+], predict the reaction product. The product is: [CH2:1]([O:4][C:5]1[CH:14]=[CH:13][C:12]([O:15][CH3:16])=[CH:11][C:6]=1[CH2:7][OH:8])[CH:2]=[CH2:3]. (3) Given the reactants [NH2:1][NH:2][C:3]([NH2:5])=[O:4].C([O-])(=O)C.[Na+].[CH3:11][O:12][C:13]1[CH:18]=[CH:17][C:16]([C:19](=O)[C:20]([C:22]2[CH:27]=[CH:26][C:25]([O:28][CH3:29])=[CH:24][CH:23]=2)=O)=[CH:15][CH:14]=1.O, predict the reaction product. The product is: [OH:4][C:3]1[N:2]=[N:1][C:20]([C:22]2[CH:27]=[CH:26][C:25]([O:28][CH3:29])=[CH:24][CH:23]=2)=[C:19]([C:16]2[CH:15]=[CH:14][C:13]([O:12][CH3:11])=[CH:18][CH:17]=2)[N:5]=1.